Dataset: Reaction yield outcomes from USPTO patents with 853,638 reactions. Task: Predict the reaction yield, written as a fraction of the theoretical maximum amount of product (1.0 means a 100% yield; for example, 0.34 means a 34% yield). (1) The reactants are [NH2:1][C:2]1[N:6]([C:7]2[CH:12]=[C:11](I)[CH:10]=[CH:9][N:8]=2)[N:5]=[C:4]([C:14]([NH2:16])=[O:15])[CH:3]=1.[C:17]([C@:19]1([OH:26])[CH2:23][CH2:22][N:21]([CH3:24])[C:20]1=[O:25])#[CH:18]. The product is [NH2:1][C:2]1[N:6]([C:7]2[CH:12]=[C:11]([C:18]#[C:17][C@:19]3([OH:26])[CH2:23][CH2:22][N:21]([CH3:24])[C:20]3=[O:25])[CH:10]=[CH:9][N:8]=2)[N:5]=[C:4]([C:14]([NH2:16])=[O:15])[CH:3]=1. The yield is 0.150. No catalyst specified. (2) The reactants are [Cl:1][C:2]1[CH:7]=[CH:6][C:5]([CH3:8])=[CH:4][C:3]=1[O:9][CH3:10].C1C(=O)N([Br:18])C(=O)C1. No catalyst specified. The product is [Br:18][CH2:8][C:5]1[CH:6]=[CH:7][C:2]([Cl:1])=[C:3]([O:9][CH3:10])[CH:4]=1. The yield is 0.920.